This data is from Catalyst prediction with 721,799 reactions and 888 catalyst types from USPTO. The task is: Predict which catalyst facilitates the given reaction. (1) Product: [F:1][C:2]1[CH:11]=[CH:10][C:5]([C:6]([O:8][CH3:9])=[O:7])=[C:4]([NH:12][C:13]([N:15]2[CH2:19][CH2:18][CH2:17][CH2:16]2)=[S:14])[CH:3]=1. The catalyst class is: 1. Reactant: [F:1][C:2]1[CH:11]=[CH:10][C:5]([C:6]([O:8][CH3:9])=[O:7])=[C:4]([N:12]=[C:13]=[S:14])[CH:3]=1.[NH:15]1[CH2:19][CH2:18][CH2:17][CH2:16]1.O. (2) Reactant: CC1C=CC(S(O[CH2:12][CH2:13][N:14]2[CH2:20][CH2:19][C:18]3[S:21][C:22]([NH:24][C:25]4[N:30]=[CH:29][C:28]([F:31])=[CH:27][N:26]=4)=[N:23][C:17]=3[C:16]3=[CH:32][N:33]([CH2:35][C:36]4[CH:41]=[CH:40][C:39]([O:42][CH3:43])=[CH:38][CH:37]=4)[N:34]=[C:15]23)(=O)=O)=CC=1.[CH3:44][S:45]([O-:47])=[O:46].[Na+]. Product: [F:31][C:28]1[CH:27]=[N:26][C:25]([NH:24][C:22]2[S:21][C:18]3[CH2:19][CH2:20][N:14]([CH2:13][CH2:12][S:45]([CH3:44])(=[O:47])=[O:46])[C:15]4=[N:34][N:33]([CH2:35][C:36]5[CH:41]=[CH:40][C:39]([O:42][CH3:43])=[CH:38][CH:37]=5)[CH:32]=[C:16]4[C:17]=3[N:23]=2)=[N:30][CH:29]=1. The catalyst class is: 118. (3) Reactant: [Cl:1][C:2]1[N:3]=[C:4]2[NH:12][C@H:11]([C:13]([F:16])([F:15])[F:14])[CH2:10][CH2:9][N:5]2[C:6](=[O:8])[CH:7]=1.C(=O)([O-])[O-].[Cs+].[Cs+].Br[CH2:24][C:25]([CH:27]1[CH2:32][CH2:31][O:30][CH2:29][CH2:28]1)=[O:26]. Product: [Cl:1][C:2]1[N:3]=[C:4]2[N:12]([CH2:24][C:25](=[O:26])[CH:27]3[CH2:32][CH2:31][O:30][CH2:29][CH2:28]3)[C@H:11]([C:13]([F:14])([F:15])[F:16])[CH2:10][CH2:9][N:5]2[C:6](=[O:8])[CH:7]=1. The catalyst class is: 10. (4) Reactant: O=P12OP3(OP(OP(O3)(O1)=O)(=O)O2)=O.[CH3:15]S(O)(=O)=O.[C:20]([CH:23]([CH3:35])[CH2:24][O:25][C:26]1[CH:34]=[CH:33][C:29]([C:30]([OH:32])=[O:31])=[CH:28][CH:27]=1)([OH:22])=O. Product: [CH3:35][CH:23]1[C:20](=[O:22])[C:34]2[C:26](=[CH:27][CH:28]=[C:29]([C:30]([O:32][CH3:15])=[O:31])[CH:33]=2)[O:25][CH2:24]1. The catalyst class is: 6.